Dataset: Full USPTO retrosynthesis dataset with 1.9M reactions from patents (1976-2016). Task: Predict the reactants needed to synthesize the given product. (1) Given the product [CH2:17]([C:6]1[C:5]2[C:9](=[CH:10][C:2]([NH2:74])=[CH:3][CH:4]=2)[N:8]([C:11]2[CH:16]=[CH:15][CH:14]=[CH:13][CH:12]=2)[N:7]=1)[CH3:18], predict the reactants needed to synthesize it. The reactants are: Br[C:2]1[CH:10]=[C:9]2[C:5]([C:6]([CH2:17][CH3:18])=[N:7][N:8]2[C:11]2[CH:16]=[CH:15][CH:14]=[CH:13][CH:12]=2)=[CH:4][CH:3]=1.CC1(C)C2C(=C(P(C3C=CC=CC=3)C3C=CC=CC=3)C=CC=2)OC2C(P(C3C=CC=CC=3)C3C=CC=CC=3)=CC=CC1=2.C([O-])([O-])=O.[Cs+].[Cs+].C1(C(C2C=CC=CC=2)=[NH:74])C=CC=CC=1. (2) Given the product [CH2:28]([N:19]([CH2:18][C:14]1[CH:13]=[C:12]([C:9]2[CH:8]=[CH:7][C:6]([CH:2]=[O:1])=[CH:11][CH:10]=2)[CH:17]=[CH:16][CH:15]=1)[C:20](=[O:27])[C:21]1[CH:22]=[CH:23][CH:24]=[CH:25][CH:26]=1)[CH3:29], predict the reactants needed to synthesize it. The reactants are: [O:1]1CCO[CH:2]1[C:6]1[CH:11]=[CH:10][C:9]([C:12]2[CH:17]=[CH:16][CH:15]=[C:14]([CH2:18][N:19]([CH2:28][CH3:29])[C:20](=[O:27])[C:21]3[CH:26]=[CH:25][CH:24]=[CH:23][CH:22]=3)[CH:13]=2)=[CH:8][CH:7]=1.CO. (3) Given the product [C:1]([O:5][C:6]([N:8]1[CH2:16][C@@H:15]2[C@@H:10]([CH2:11][CH2:12][C@H:13]([O:24][C:30](=[O:31])[C:29]3[CH:33]=[C:34]([C:36]([F:37])([F:38])[F:39])[CH:35]=[C:27]([C:26]([F:25])([F:40])[F:41])[CH:28]=3)[C@H:14]2[C:17]2[CH:22]=[CH:21][C:20]([F:23])=[CH:19][CH:18]=2)[CH2:9]1)=[O:7])([CH3:4])([CH3:2])[CH3:3], predict the reactants needed to synthesize it. The reactants are: [C:1]([O:5][C:6]([N:8]1[CH2:16][C@@H:15]2[C@@H:10]([CH2:11][CH2:12][C@H:13]([OH:24])[C@H:14]2[C:17]2[CH:22]=[CH:21][C:20]([F:23])=[CH:19][CH:18]=2)[CH2:9]1)=[O:7])([CH3:4])([CH3:3])[CH3:2].[F:25][C:26]([F:41])([F:40])[C:27]1[CH:28]=[C:29]([CH:33]=[C:34]([C:36]([F:39])([F:38])[F:37])[CH:35]=1)[C:30](Cl)=[O:31].